Regression. Given a peptide amino acid sequence and an MHC pseudo amino acid sequence, predict their binding affinity value. This is MHC class I binding data. From a dataset of Peptide-MHC class I binding affinity with 185,985 pairs from IEDB/IMGT. The peptide sequence is MHCDFAFWV. The MHC is HLA-A80:01 with pseudo-sequence HLA-A80:01. The binding affinity (normalized) is 0.0847.